The task is: Predict which catalyst facilitates the given reaction.. This data is from Catalyst prediction with 721,799 reactions and 888 catalyst types from USPTO. (1) Reactant: [OH:1][CH:2]([CH2:22][C:23]1[CH:28]=[CH:27][CH:26]=[CH:25][CH:24]=1)/[CH:3]=[CH:4]/[C@H:5]1[CH2:9][S:8][C:7](=[O:10])[N:6]1[CH2:11][CH2:12][CH2:13][CH2:14][CH2:15][CH2:16][C:17]([O:19]CC)=[O:18].C1COCC1.[OH-].[Li+].Cl. Product: [OH:1][CH:2]([CH2:22][C:23]1[CH:24]=[CH:25][CH:26]=[CH:27][CH:28]=1)/[CH:3]=[CH:4]/[C@H:5]1[CH2:9][S:8][C:7](=[O:10])[N:6]1[CH2:11][CH2:12][CH2:13][CH2:14][CH2:15][CH2:16][C:17]([OH:19])=[O:18]. The catalyst class is: 72. (2) Reactant: Cl[C:2]1[N:3]=[C:4]([S:13][CH3:14])[N:5]=[N:6][C:7]=1[C:8]([O:10]CC)=O.Cl.[CH:16]1([N:21]2[CH2:26][CH2:25][CH:24]([C:27]3[CH:33]=[CH:32][C:30]([NH2:31])=[CH:29][CH:28]=3)[CH2:23][CH2:22]2)[CH2:20][CH2:19][CH2:18][CH2:17]1.CC[N:36](C(C)C)C(C)C.N. Product: [CH:16]1([N:21]2[CH2:26][CH2:25][CH:24]([C:27]3[CH:28]=[CH:29][C:30]([NH:31][C:2]4[N:3]=[C:4]([S:13][CH3:14])[N:5]=[N:6][C:7]=4[C:8]([NH2:36])=[O:10])=[CH:32][CH:33]=3)[CH2:23][CH2:22]2)[CH2:17][CH2:18][CH2:19][CH2:20]1. The catalyst class is: 10. (3) Reactant: [CH:1]1([Mg]Br)[CH2:5][CH2:4][CH2:3][CH2:2]1.[Cl:8][C:9]1[CH:14]=[CH:13][C:12]([C:15]2[N:16]=[C:17]([C:20](N(OC)C)=[O:21])[S:18][CH:19]=2)=[CH:11][CH:10]=1. Product: [Cl:8][C:9]1[CH:10]=[CH:11][C:12]([C:15]2[N:16]=[C:17]([C:20]([CH:1]3[CH2:5][CH2:4][CH2:3][CH2:2]3)=[O:21])[S:18][CH:19]=2)=[CH:13][CH:14]=1. The catalyst class is: 1. (4) The catalyst class is: 164. Product: [C:60]([O:64][C:65]([N:67]1[CH2:73][CH2:72][C:71]2[C:74]([S:79][CH2:80][C:81]3[CH:82]=[N:83][C:84]([NH:59][CH:53]4[CH2:58][CH2:57][CH2:56][CH2:55][CH2:54]4)=[CH:85][CH:86]=3)=[C:75]([Cl:78])[CH:76]=[CH:77][C:70]=2[CH2:69][CH2:68]1)=[O:66])([CH3:63])([CH3:61])[CH3:62]. Reactant: C1C=CC(P(C2C(C3C(P(C4C=CC=CC=4)C4C=CC=CC=4)=CC=C4C=3C=CC=C4)=C3C(C=CC=C3)=CC=2)C2C=CC=CC=2)=CC=1.CC(C)([O-])C.[Na+].[CH:53]1([NH2:59])[CH2:58][CH2:57][CH2:56][CH2:55][CH2:54]1.[C:60]([O:64][C:65]([N:67]1[CH2:73][CH2:72][C:71]2[C:74]([S:79][CH2:80][C:81]3[CH:82]=[N:83][C:84](Cl)=[CH:85][CH:86]=3)=[C:75]([Cl:78])[CH:76]=[CH:77][C:70]=2[CH2:69][CH2:68]1)=[O:66])([CH3:63])([CH3:62])[CH3:61]. (5) Reactant: [CH2:1]([N:3]1[CH2:8][CH2:7][CH:6]([C:9]2[C:10]([F:16])=[C:11]([OH:15])[CH:12]=[CH:13][CH:14]=2)[CH2:5][CH2:4]1)[CH3:2].C(N(CC)CC)C.[F:24][C:25]([F:38])([F:37])[S:26](O[S:26]([C:25]([F:38])([F:37])[F:24])(=[O:28])=[O:27])(=[O:28])=[O:27].O. Product: [F:24][C:25]([F:38])([F:37])[S:26]([O:15][C:11]1[CH:12]=[CH:13][CH:14]=[C:9]([CH:6]2[CH2:7][CH2:8][N:3]([CH2:1][CH3:2])[CH2:4][CH2:5]2)[C:10]=1[F:16])(=[O:28])=[O:27]. The catalyst class is: 2. (6) Reactant: Br[CH2:2][CH:3]1[O:8][C:7]2[CH:9]=[C:10]([S:13]([CH3:16])(=[O:15])=[O:14])[CH:11]=[CH:12][C:6]=2[CH2:5][O:4]1.[CH3:17][NH:18][CH2:19][CH2:20][CH3:21]. Product: [CH3:17][N:18]([CH2:2][CH:3]1[O:8][C:7]2[CH:9]=[C:10]([S:13]([CH3:16])(=[O:15])=[O:14])[CH:11]=[CH:12][C:6]=2[CH2:5][O:4]1)[CH2:19][CH2:20][CH3:21]. The catalyst class is: 14. (7) Reactant: [CH2:1]([C:5]1[CH2:10][CH:9]([CH3:11])[CH:8]([CH:12]=[O:13])[CH2:7][CH:6]=1)[CH:2]([CH3:4])[CH3:3].[Li][CH3:15].[NH4+].[Cl-]. Product: [CH2:1]([C:5]1[CH2:10][CH:9]([CH3:11])[CH:8]([CH:12]([OH:13])[CH3:15])[CH2:7][CH:6]=1)[CH:2]([CH3:4])[CH3:3]. The catalyst class is: 27. (8) Reactant: [CH2:1]([O:8][CH2:9][N:10]1[CH:14]=[CH:13][N:12]=[C:11]1[C:15]1[CH:20]=[CH:19][CH:18]=[CH:17][CH:16]=1)[C:2]1[CH:7]=[CH:6][CH:5]=[CH:4][CH:3]=1.[Li]C(CC)C.[CH2:26]([O:28][C:29]1[CH:30]=[C:31]([O:46][CH:47]([CH3:49])[CH3:48])[C:32]([F:45])=[C:33]([CH:44]=1)/[CH:34]=[N:35]/[C:36]1[CH:43]=[CH:42][C:39]([C:40]#[N:41])=[CH:38][CH:37]=1)[CH3:27]. Product: [CH2:1]([O:8][CH2:9][N:10]1[C:14]([N:35]([CH2:34][C:33]2[CH:44]=[C:29]([O:28][CH2:26][CH3:27])[CH:30]=[C:31]([O:46][CH:47]([CH3:49])[CH3:48])[C:32]=2[F:45])[C:36]2[CH:43]=[CH:42][C:39]([C:40]#[N:41])=[CH:38][CH:37]=2)=[CH:13][N:12]=[C:11]1[C:15]1[CH:20]=[CH:19][CH:18]=[CH:17][CH:16]=1)[C:2]1[CH:3]=[CH:4][CH:5]=[CH:6][CH:7]=1. The catalyst class is: 1. (9) Reactant: [CH3:1][O:2][C:3](=[O:11])[C:4]1[CH:9]=[CH:8][CH:7]=[N:6][C:5]=1F.[F:12][C:13]1[CH:14]=[C:15]([CH:17]=[CH:18][CH:19]=1)[NH2:16]. Product: [F:12][C:13]1[CH:14]=[C:15]([NH:16][C:5]2[N:6]=[CH:7][CH:8]=[CH:9][C:4]=2[C:3]([O:2][CH3:1])=[O:11])[CH:17]=[CH:18][CH:19]=1. The catalyst class is: 2.